This data is from Reaction yield outcomes from USPTO patents with 853,638 reactions. The task is: Predict the reaction yield, written as a fraction of the theoretical maximum amount of product (1.0 means a 100% yield; for example, 0.34 means a 34% yield). (1) The reactants are [CH3:1][NH:2][C:3](=[O:20])[C:4]1[CH:9]=[CH:8][C:7](B2OC(C)(C)C(C)(C)O2)=[CH:6][C:5]=1[CH3:19].Br[C:22]1[N:27]=[N:26][C:25]([NH2:28])=[N:24][CH:23]=1.C(=O)([O-])[O-].[K+].[K+]. The catalyst is C1(C)C=CC=CC=1.C(O)C.O.CO.C1C=CC([P]([Pd]([P](C2C=CC=CC=2)(C2C=CC=CC=2)C2C=CC=CC=2)([P](C2C=CC=CC=2)(C2C=CC=CC=2)C2C=CC=CC=2)[P](C2C=CC=CC=2)(C2C=CC=CC=2)C2C=CC=CC=2)(C2C=CC=CC=2)C2C=CC=CC=2)=CC=1. The product is [NH2:28][C:25]1[N:26]=[N:27][C:22]([C:7]2[CH:8]=[CH:9][C:4]([C:3]([NH:2][CH3:1])=[O:20])=[C:5]([CH3:19])[CH:6]=2)=[CH:23][N:24]=1. The yield is 0.410. (2) The product is [Cl:1][C:2]1[CH:3]=[C:4]2[C:8](=[C:9]([N+:11]([O-:13])=[O:12])[CH:10]=1)[NH:7][C:6]([C:14]1[CH:19]=[CH:18][CH:17]=[CH:16][CH:15]=1)=[C:5]2[CH2:20][N:31]1[CH2:30][CH2:29][NH:28][C:27](=[O:26])[CH2:32]1. The catalyst is ClCCl.O. The reactants are [Cl:1][C:2]1[CH:3]=[C:4]2[C:8](=[C:9]([N+:11]([O-:13])=[O:12])[CH:10]=1)[NH:7][C:6]([C:14]1[CH:19]=[CH:18][CH:17]=[CH:16][CH:15]=1)=[C:5]2[CH:20]=O.C(O)(=O)C.[O:26]=[C:27]1[CH2:32][NH:31][CH2:30][CH2:29][NH:28]1.C(O[BH-](OC(=O)C)OC(=O)C)(=O)C.[Na+]. The yield is 0.860. (3) The reactants are C([O:3][C:4](=[O:18])[CH:5]([CH:11]1[CH2:16][CH2:15][CH2:14][C:13](=[O:17])[CH2:12]1)C(OCC)=O)C.O=C1C(CCC)CCC(CC(O)=O)C1. No catalyst specified. The product is [O:17]=[C:13]1[CH2:14][CH2:15][CH2:16][CH:11]([CH2:5][C:4]([OH:18])=[O:3])[CH2:12]1. The yield is 0.700. (4) The reactants are [NH2:1][C:2]1[CH:14]=[CH:13][C:12]([C:15]2[CH:16]=[N:17][N:18]([CH2:20][CH2:21][CH2:22][OH:23])[CH:19]=2)=[CH:11][C:3]=1[C:4]([N:6](CC)CC)=[O:5].NC1C=CC(Br)=CC=1[C:27](NOC)=[O:28]. No catalyst specified. The product is [NH2:1][C:2]1[CH:14]=[CH:13][C:12]([C:15]2[CH:16]=[N:17][N:18]([CH2:20][CH2:21][CH2:22][OH:23])[CH:19]=2)=[CH:11][C:3]=1[C:4]([NH:6][O:28][CH3:27])=[O:5]. The yield is 0.140. (5) The reactants are C(=O)([O-])[O-].[Cs+].[Cs+].[CH2:7]([C:9]1[CH:10]=[C:11]([C:16]([C:18]2[CH:23]=[CH:22][CH:21]=[CH:20][CH:19]=2)=[O:17])[C:12]([OH:15])=[N:13][CH:14]=1)[CH3:8].[CH2:24]([O:26][C:27](=[O:47])[CH2:28][S:29][C:30]1[CH:35]=[CH:34][C:33]([O:36][CH2:37][CH2:38][C@@H:39]([O:41]S(C)(=O)=O)[CH3:40])=[CH:32][C:31]=1[CH3:46])[CH3:25].C(OC(=O)C)C. The catalyst is C(#N)C.C(O)C. The product is [CH2:24]([O:26][C:27](=[O:47])[CH2:28][S:29][C:30]1[CH:35]=[CH:34][C:33]([O:36][CH2:37][CH2:38][CH:39]([O:15][C:12]2[C:11]([C:16](=[O:17])[C:18]3[CH:23]=[CH:22][CH:21]=[CH:20][CH:19]=3)=[CH:10][C:9]([CH2:7][CH3:8])=[CH:14][N:13]=2)[CH3:40])=[CH:32][C:31]=1[CH3:46])[CH3:25].[C:16]([C:11]1[C:12]([O:41][CH:39]([CH3:40])[CH2:38][CH2:37][O:36][C:33]2[CH:34]=[CH:35][C:30]([S:29][CH2:28][C:27]([OH:26])=[O:47])=[C:31]([CH3:46])[CH:32]=2)=[N:13][CH:14]=[C:9]([CH2:7][CH3:8])[CH:10]=1)(=[O:17])[C:18]1[CH:19]=[CH:20][CH:21]=[CH:22][CH:23]=1. The yield is 0.260. (6) The reactants are [CH3:1][NH2:2].[CH:3]([C:5]1[CH:6]=[C:7]([CH:12]=[CH:13][CH:14]=1)[C:8](OC)=[O:9])=[O:4].C[Al](C)C.C1(C)C=CC=CC=1. The catalyst is C1COCC1. The product is [CH:3]([C:5]1[CH:6]=[C:7]([CH:12]=[CH:13][CH:14]=1)[C:8]([NH:2][CH3:1])=[O:9])=[O:4]. The yield is 0.580. (7) The reactants are [NH2:1][C:2]1[CH:7]=[CH:6][C:5]([C:8]([NH:10][S:11]([C:14]2[S:15][C:16]([Cl:19])=[CH:17][CH:18]=2)(=[O:13])=[O:12])=[O:9])=[CH:4][CH:3]=1.[C:20]1(=O)[O:25][C:23](=[O:24])[C:22]2=[CH:26][CH:27]=[CH:28][CH:29]=[C:21]12. The catalyst is CN(C=O)C. The product is [O:24]=[C:23]1[C:22]2[CH:26]=[CH:27][CH:28]=[CH:29][C:21]=2[C:20](=[O:25])[N:1]1[C:2]1[CH:7]=[CH:6][C:5]([C:8]([NH:10][S:11]([C:14]2[S:15][C:16]([Cl:19])=[CH:17][CH:18]=2)(=[O:13])=[O:12])=[O:9])=[CH:4][CH:3]=1. The yield is 0.550. (8) The reactants are [CH3:1][C:2]1([CH3:75])[O:6][C@@H:5]([C@@H:7]([NH:48]S(C2C=CC=CC=2[N+]([O-])=O)(=O)=O)[CH2:8][NH:9][C@H:10]2[CH2:15][C@H:14]([O:16][CH2:17][C:18]3[CH:23]=[CH:22][CH:21]=[CH:20][CH:19]=3)[C@@H:13]([O:24][CH2:25][C:26]3[CH:31]=[CH:30][CH:29]=[CH:28][CH:27]=3)[C@H:12]([O:32][CH2:33][C:34]3[CH:39]=[CH:38][CH:37]=[CH:36][CH:35]=3)[C@H:11]2[O:40][CH2:41][C:42]2[CH:47]=[CH:46][CH:45]=[CH:44][CH:43]=2)[C@@H:4]([CH2:61][CH2:62][CH2:63][CH2:64][CH2:65][CH2:66][CH2:67][CH2:68][CH2:69][CH2:70][CH2:71][CH2:72][CH2:73][CH3:74])[O:3]1.C1(S)C=CC=CC=1.C([O-])([O-])=O.[Cs+].[Cs+].C([O-])(O)=O.[Na+]. The catalyst is CC#N. The product is [CH3:1][C:2]1([CH3:75])[O:6][C@@H:5]([C@@H:7]([NH2:48])[CH2:8][NH:9][C@H:10]2[CH2:15][C@H:14]([O:16][CH2:17][C:18]3[CH:19]=[CH:20][CH:21]=[CH:22][CH:23]=3)[C@@H:13]([O:24][CH2:25][C:26]3[CH:31]=[CH:30][CH:29]=[CH:28][CH:27]=3)[C@H:12]([O:32][CH2:33][C:34]3[CH:35]=[CH:36][CH:37]=[CH:38][CH:39]=3)[C@H:11]2[O:40][CH2:41][C:42]2[CH:47]=[CH:46][CH:45]=[CH:44][CH:43]=2)[C@@H:4]([CH2:61][CH2:62][CH2:63][CH2:64][CH2:65][CH2:66][CH2:67][CH2:68][CH2:69][CH2:70][CH2:71][CH2:72][CH2:73][CH3:74])[O:3]1. The yield is 0.850.